Predict the product of the given reaction. From a dataset of Forward reaction prediction with 1.9M reactions from USPTO patents (1976-2016). (1) Given the reactants [C:1]1([C:7]2[N:8]=[C:9]3[N:13]([C:14]=2[CH:15]=O)[CH:12]=[CH:11][S:10]3)[CH:6]=[CH:5][CH:4]=[CH:3][CH:2]=1.[CH3:17][C:18]1[CH:23]=[C:22]([CH3:24])[N:21]=[C:20]([NH2:25])[N:19]=1.[O-]CC.[Na+], predict the reaction product. The product is: [CH3:17][C:18]1[CH:23]=[C:22](/[CH:24]=[CH:15]/[C:14]2[N:13]3[C:9]([S:10][CH:11]=[CH:12]3)=[N:8][C:7]=2[C:1]2[CH:6]=[CH:5][CH:4]=[CH:3][CH:2]=2)[N:21]=[C:20]([NH2:25])[N:19]=1. (2) Given the reactants [C:1]1([S:7]([N:10]2[C:14]3[N:15]=[CH:16][N:17]=[C:18]([NH:19][CH3:20])[C:13]=3[C:12]([CH:21]([OH:44])[C:22]3[CH:23]=[CH:24][C:25]([N:29]([C:37]4[CH:38]=[N:39][C:40]([CH3:43])=[CH:41][CH:42]=4)[C:30](=[O:36])[O:31][C:32]([CH3:35])([CH3:34])[CH3:33])=[N:26][C:27]=3[F:28])=[CH:11]2)(=[O:9])=[O:8])[CH:6]=[CH:5][CH:4]=[CH:3][CH:2]=1, predict the reaction product. The product is: [C:1]1([S:7]([N:10]2[C:14]3[N:15]=[CH:16][N:17]=[C:18]([NH:19][CH3:20])[C:13]=3[C:12]([C:21]([C:22]3[CH:23]=[CH:24][C:25]([N:29]([C:37]4[CH:38]=[N:39][C:40]([CH3:43])=[CH:41][CH:42]=4)[C:30](=[O:36])[O:31][C:32]([CH3:35])([CH3:34])[CH3:33])=[N:26][C:27]=3[F:28])=[O:44])=[CH:11]2)(=[O:9])=[O:8])[CH:2]=[CH:3][CH:4]=[CH:5][CH:6]=1. (3) Given the reactants C([N:3]([C:31](=O)[C:32]1[CH:37]=[CH:36][C:35](O)=[CH:34]C=1)[C:4]1[CH:9]=[C:8]([O:10][CH3:11])[C:7]([O:12][CH3:13])=[CH:6][C:5]=1[C:14]1[CH:15]=[C:16]2[C:21](=[CH:22][CH:23]=1)[CH2:20][C@H:19]([O:24]C(=O)C(C)(C)C)[CH2:18][CH2:17]2)C.Cl[CH2:41][C:42]([N:44]([CH2:47][CH3:48])[CH2:45][CH3:46])=O, predict the reaction product. The product is: [CH2:45]([N:44]([CH2:47][CH3:48])[CH2:42][CH2:41][O:10][C:8]1[CH:7]=[CH:6][C:36]([CH2:37][CH2:32][CH2:31][NH:3][C:4]2[CH:9]=[C:8]([O:10][CH3:11])[C:7]([O:12][CH3:13])=[CH:6][C:5]=2[C@@H:14]2[CH2:23][CH2:22][C:21]3[CH:20]=[C:19]([OH:24])[CH:18]=[CH:17][C:16]=3[CH2:15]2)=[CH:35][CH:34]=1)[CH3:46]. (4) Given the reactants [Cl:1][C:2]1[CH:3]=[C:4]([CH:8]2[C:12]([C:15]3[CH:20]=[CH:19][C:18]([Cl:21])=[CH:17][CH:16]=3)([C:13]#[N:14])[CH:11]([CH2:22][C:23]([CH3:26])([CH3:25])[CH3:24])[NH:10][CH:9]2[C:27](O)=[O:28])[CH:5]=[CH:6][CH:7]=1.[NH2:30][CH2:31][CH:32]1[CH2:37][CH2:36][O:35][CH2:34][CH2:33]1.CN(C(ON1N=NC2C=CC=NC1=2)=[N+](C)C)C.F[P-](F)(F)(F)(F)F.CCN(C(C)C)C(C)C, predict the reaction product. The product is: [O:35]1[CH2:36][CH2:37][CH:32]([CH2:31][NH:30][C:27]([CH:9]2[CH:8]([C:4]3[CH:5]=[CH:6][CH:7]=[C:2]([Cl:1])[CH:3]=3)[C:12]([C:15]3[CH:16]=[CH:17][C:18]([Cl:21])=[CH:19][CH:20]=3)([C:13]#[N:14])[CH:11]([CH2:22][C:23]([CH3:25])([CH3:26])[CH3:24])[NH:10]2)=[O:28])[CH2:33][CH2:34]1.